From a dataset of Experimentally validated miRNA-target interactions with 360,000+ pairs, plus equal number of negative samples. Binary Classification. Given a miRNA mature sequence and a target amino acid sequence, predict their likelihood of interaction. (1) The miRNA is mmu-miR-294-5p with sequence ACUCAAAAUGGAGGCCCUAUCU. The protein sequence of the target gene is MARGSVSDEEMMELREAFAKVDTDGNGYISFNELNDLFKAACLPLPGYRVREITENLMATGDLDQDGRISFDEFIKIFHGLKSTDVAKTFRKAINKKEGICAIGGTSEQSSVGTQHSYSEEEKYAFVNWINKALENDPDCRHVIPMNPNTNDLFNAVGDGIVLCKMINLSVPDTIDERTINKKKLTPFTIQENLNLALNSASAIGCHVVNIGAEDLKEGKPYLVLGLLWQVIKIGLFADIELSRNEALIALLREGESLEDLMKLSPEELLLRWANYHLENAGCNKIGNFSTDIKDSKAYY.... Result: 0 (no interaction). (2) The miRNA is mmu-miR-9-5p with sequence UCUUUGGUUAUCUAGCUGUAUGA. The protein sequence of the target gene is MRGGGFGDRDRDRDRGGFGARGGSGLPPKKFGNPGERLRKKKWDLSELPKFEKNFYVEHPEVARLTPYEVDELRRKKEITVRGGDVCPKPVFAFHHANFPQYVMDVLMDQHFTEPTPIQCQGFPLALSGRDMVGIAQTGSGKTLAYLLPAIVHINHQPYLERGDGPICLVLAPTRELAQQVQQVADDYGKCSRLKSTCIYGGAPKGPQIRDLERGVEICIATPGRLIDFLESGKTNLRRCTYLVLDEADRMLDMGFEPQIRKIVDQIRPDRQTLMWSATWPKEVRQLAEDFLRDYTQINV.... Result: 1 (interaction). (3) The miRNA is hsa-miR-548g-5p with sequence UGCAAAAGUAAUUGCAGUUUUUG. The protein sequence of the target gene is MWLCPLALNLILMAASGAVCEVKDVCVGSPGIPGTPGSHGLPGRDGRDGLKGDPGPPGPMGPPGEMPCPPGNDGLPGAPGIPGECGEKGEPGERGPPGLPAHLDEELQATLHDFRHQILQTRGALSLQGSIMTVGEKVFSSNGQSITFDAIQEACARAGGRIAVPRNPEENEAIASFVKKYNTYAYVGLTEGPSPGDFRYSDGTPVNYTNWYRGEPAGRGKEQCVEMYTDGQWNDRNCLYSRLTICEF. Result: 1 (interaction).